This data is from Retrosynthesis with 50K atom-mapped reactions and 10 reaction types from USPTO. The task is: Predict the reactants needed to synthesize the given product. (1) Given the product CCOC(=O)/C=C/c1c(C)nn(C)c1-n1ccc2ccc(O)cc21, predict the reactants needed to synthesize it. The reactants are: CCOC(=O)/C=C/c1c(C)nn(C)c1-n1ccc2ccc(OCc3ccccc3)cc21. (2) Given the product Nc1ccc(Oc2ccc(C(=O)Nc3ccc(Br)cc3)cc2[N+](=O)[O-])cc1, predict the reactants needed to synthesize it. The reactants are: Nc1ccc(O)cc1.O=C(Nc1ccc(Br)cc1)c1ccc(Cl)c([N+](=O)[O-])c1.